Dataset: Catalyst prediction with 721,799 reactions and 888 catalyst types from USPTO. Task: Predict which catalyst facilitates the given reaction. Reactant: [Br:1][C:2]1[CH:3]=[N:4][CH:5]=[C:6]([B:8]([OH:10])[OH:9])[CH:7]=1.[CH3:11][N:12]([CH2:16][CH2:17]O)[CH2:13][CH2:14]O. Product: [Br:1][C:2]1[CH:7]=[C:6]([B:8]2[O:10][CH2:17][CH2:16][N:12]([CH3:11])[CH2:13][CH2:14][O:9]2)[CH:5]=[N:4][CH:3]=1. The catalyst class is: 11.